Task: Predict the reactants needed to synthesize the given product.. Dataset: Full USPTO retrosynthesis dataset with 1.9M reactions from patents (1976-2016) Given the product [N:11]1[CH:12]=[CH:13][CH:14]=[CH:15][C:10]=1[C:9]1[CH:3]=[CH:4][C:5]([NH2:6])=[CH:7][CH:8]=1, predict the reactants needed to synthesize it. The reactants are: CO[C:3]1[CH:4]=[C:5]([CH:7]=[CH:8][C:9]=1[C:10]1[CH:15]=[CH:14][CH:13]=[CH:12][N:11]=1)[NH2:6].[N+](C1C=CC=CC=1C=O)([O-])=O.